Dataset: Reaction yield outcomes from USPTO patents with 853,638 reactions. Task: Predict the reaction yield, written as a fraction of the theoretical maximum amount of product (1.0 means a 100% yield; for example, 0.34 means a 34% yield). (1) The reactants are Br[C:2]1[C:7]([CH3:8])=[CH:6][CH:5]=[CH:4][N:3]=1.O.[NH2:10][NH2:11]. No catalyst specified. The product is [NH:10]([C:2]1[C:7]([CH3:8])=[CH:6][CH:5]=[CH:4][N:3]=1)[NH2:11]. The yield is 0.600. (2) The catalyst is C(#N)C. The product is [CH2:1]([O:3][C:4]([C:5]1[CH:10]=[C:9]2[C:8](=[CH:7][CH:6]=1)[NH:11][CH:13]([C:15]1[CH:22]=[CH:21][CH:20]=[C:17]([C:18]#[N:19])[CH:16]=1)[CH2:49][C:50]2([CH3:52])[CH3:51])=[O:12])[CH3:2]. The yield is 0.450. The reactants are [CH2:1]([O:3][C:4](=[O:12])[C:5]1[CH:10]=[CH:9][C:8]([NH2:11])=[CH:7][CH:6]=1)[CH3:2].[CH:13]([C:15]1[CH:16]=[C:17]([CH:20]=[CH:21][CH:22]=1)[C:18]#[N:19])=O.O.[O-]S(C(F)(F)F)(=O)=O.[Yb+3].[O-]S(C(F)(F)F)(=O)=O.[O-]S(C(F)(F)F)(=O)=O.[CH2:49]=[C:50]([CH3:52])[CH3:51].